This data is from CYP3A4 inhibition data for predicting drug metabolism from PubChem BioAssay. The task is: Regression/Classification. Given a drug SMILES string, predict its absorption, distribution, metabolism, or excretion properties. Task type varies by dataset: regression for continuous measurements (e.g., permeability, clearance, half-life) or binary classification for categorical outcomes (e.g., BBB penetration, CYP inhibition). Dataset: cyp3a4_veith. (1) The compound is CCC(C)Sc1nnc(CSc2nc3nc(C)cc(C)n3n2)o1. The result is 0 (non-inhibitor). (2) The molecule is O=C(C(Cc1ccccc1)N1C(=O)C2C3CCC(C3)C2C1=O)N1CCCCC1. The result is 1 (inhibitor). (3) The result is 0 (non-inhibitor). The compound is O=C(NC1CCCC1)C(c1ccc(F)cc1)N(Cc1ccc(F)cc1)C(=O)c1ccn[nH]1. (4) The drug is CCCS(=O)(=O)N1CCCC(C(=O)NCCCN(Cc2ccccc2)C(C)C)C1. The result is 0 (non-inhibitor). (5) The compound is O=c1c2ccccc2nc(-c2ccc(Cl)cc2Cl)n1CCCn1ccnc1. The result is 1 (inhibitor). (6) The drug is C[C@@H]1[C@@H](C)N1C[C@H](O)Cn1ccnc1[N+](=O)[O-]. The result is 0 (non-inhibitor).